Dataset: Full USPTO retrosynthesis dataset with 1.9M reactions from patents (1976-2016). Task: Predict the reactants needed to synthesize the given product. (1) Given the product [CH2:17]([O:19][C:20]([CH2:21][C:22]1[CH:27]=[CH:26][C:25]([C:2]2[CH:7]=[CH:6][C:5]([C:8]3[O:12][N:11]=[C:10]([CH3:13])[C:9]=3[C:14]([OH:16])=[O:15])=[CH:4][CH:3]=2)=[CH:24][CH:23]=1)=[O:37])[CH3:18], predict the reactants needed to synthesize it. The reactants are: Br[C:2]1[CH:7]=[CH:6][C:5]([C:8]2[O:12][N:11]=[C:10]([CH3:13])[C:9]=2[C:14]([OH:16])=[O:15])=[CH:4][CH:3]=1.[CH2:17]([O:19][C:20](=[O:37])[CH2:21][C:22]1[CH:27]=[CH:26][C:25](B2OC(C)(C)C(C)(C)O2)=[CH:24][CH:23]=1)[CH3:18].C(=O)(O)[O-].[Na+]. (2) Given the product [Cl:8][C:5]1[N:6]=[CH:7][C:2]([NH:1][C:19](=[O:20])[O:21][C:22]2[CH:23]=[CH:24][C:25]([N+:28]([O-:30])=[O:29])=[CH:26][CH:27]=2)=[CH:3][CH:4]=1, predict the reactants needed to synthesize it. The reactants are: [NH2:1][C:2]1[CH:3]=[CH:4][C:5]([Cl:8])=[N:6][CH:7]=1.CCN(C(C)C)C(C)C.Cl[C:19]([O:21][C:22]1[CH:27]=[CH:26][C:25]([N+:28]([O-:30])=[O:29])=[CH:24][CH:23]=1)=[O:20]. (3) Given the product [C:1]([P:5]([C:6]([CH3:9])([CH3:8])[CH3:7])[Cl:10])([CH3:4])([CH3:3])[CH3:2], predict the reactants needed to synthesize it. The reactants are: [C:1]([PH:5][C:6]([CH3:9])([CH3:8])[CH3:7])([CH3:4])([CH3:3])[CH3:2].[Cl:10]C(Cl)(Cl)C(OCC)=O.